This data is from Reaction yield outcomes from USPTO patents with 853,638 reactions. The task is: Predict the reaction yield, written as a fraction of the theoretical maximum amount of product (1.0 means a 100% yield; for example, 0.34 means a 34% yield). (1) The yield is 0.270. The reactants are [O:1]=[C:2]1[CH:11]=[CH:10][C:9]2[CH2:8][CH2:7][C:6](=[O:12])[N:5]3[CH2:13][CH:14]([CH2:15][N:16]4[CH2:21][CH2:20][CH:19]([NH:22]C(=O)OC(C)(C)C)[CH2:18][CH2:17]4)[N:3]1[C:4]=23.[CH:30]([C:32]1[CH:33]=[C:34]([C:42]#[N:43])[C:35]2[O:40][CH2:39][CH2:38][O:37][C:36]=2[CH:41]=1)=O.[BH-](OC(C)=O)(OC(C)=O)OC(C)=O.[Na+].C(=O)(O)[O-].[Na+].[Cl:63]CCl.CO. No catalyst specified. The product is [ClH:63].[O:12]=[C:6]1[CH:7]=[CH:8][C:9]2[CH:10]=[CH:11][C:2](=[O:1])[N:3]3[CH:14]([CH2:15][N:16]4[CH2:17][CH2:18][CH:19]([NH:22][CH2:30][C:32]5[CH:33]=[C:34]([C:42]#[N:43])[C:35]6[O:40][CH2:39][CH2:38][O:37][C:36]=6[CH:41]=5)[CH2:20][CH2:21]4)[CH2:13][N:5]1[C:4]=23. (2) The reactants are [CH3:1][C:2]([C:4]1[CH:5]=[CH:6][C:7]([OH:10])=[CH:8][CH:9]=1)=[O:3].N1C=CN=C1.[Si:16](Cl)([C:19]([CH3:22])([CH3:21])[CH3:20])([CH3:18])[CH3:17]. The catalyst is CN(C=O)C. The product is [C:19]([Si:16]([CH3:18])([CH3:17])[O:10][C:7]1[CH:8]=[CH:9][C:4]([C:2](=[O:3])[CH3:1])=[CH:5][CH:6]=1)([CH3:22])([CH3:21])[CH3:20]. The yield is 0.980. (3) The reactants are [CH3:1][C:2]1([CH3:10])[O:7][C:6](=[O:8])[CH2:5][C:4](=[O:9])[O:3]1.[CH3:11][S:12]([C:15]1[CH:21]=[CH:20][C:18]([NH2:19])=[CH:17][CH:16]=1)(=[O:14])=[O:13].[CH:22](OC)(OC)OC. No catalyst specified. The product is [CH3:1][C:2]1([CH3:10])[O:7][C:6](=[O:8])[C:5](=[CH:22][NH:19][C:18]2[CH:20]=[CH:21][C:15]([S:12]([CH3:11])(=[O:13])=[O:14])=[CH:16][CH:17]=2)[C:4](=[O:9])[O:3]1. The yield is 1.00.